From a dataset of Forward reaction prediction with 1.9M reactions from USPTO patents (1976-2016). Predict the product of the given reaction. Given the reactants [CH2:1]([N:3]1[C:11](I)=[N:10][C:9]2[C:4]1=[N:5][CH:6]=[N:7][C:8]=2[NH:13][C@H:14]1[CH2:18][CH2:17][N:16]([C:19]([O:21][C:22]([CH3:25])([CH3:24])[CH3:23])=[O:20])[CH2:15]1)[CH3:2].C(Cl)Cl.P([O-])([O-])([O-])=O.[K+].[K+].[K+].[CH3:37][C:38]1(C)C(C)(C)OB(C=C)O1, predict the reaction product. The product is: [CH2:1]([N:3]1[C:11]([CH:37]=[CH2:38])=[N:10][C:9]2[C:4]1=[N:5][CH:6]=[N:7][C:8]=2[NH:13][C@H:14]1[CH2:18][CH2:17][N:16]([C:19]([O:21][C:22]([CH3:25])([CH3:24])[CH3:23])=[O:20])[CH2:15]1)[CH3:2].